The task is: Predict the reaction yield, written as a fraction of the theoretical maximum amount of product (1.0 means a 100% yield; for example, 0.34 means a 34% yield).. This data is from Reaction yield outcomes from USPTO patents with 853,638 reactions. The reactants are [CH2:1]([SH:4])[CH2:2][SH:3].[OH2:5].[C:6]1([CH3:16])[CH:11]=[CH:10][C:9](S(O)(=O)=O)=[CH:8][CH:7]=1.[C:17](=[O:20])([O-])O.[Na+]. The catalyst is C1(C)C=CC=CC=1. The product is [S:3]1[C:9]2([CH2:10][CH2:11][CH:6]([C:16]3[CH:8]=[CH:7][C:6]([OH:5])=[CH:11][C:17]=3[OH:20])[CH2:7][CH2:8]2)[S:4][CH2:1][CH2:2]1. The yield is 0.980.